Dataset: Forward reaction prediction with 1.9M reactions from USPTO patents (1976-2016). Task: Predict the product of the given reaction. (1) Given the reactants [NH2:1][C:2]1[CH:11]=[CH:10][C:9]([C:12]([C:14]2[N:22]3[C:17]([CH:18]=[CH:19][CH:20]=[CH:21]3)=[C:16](Br)[C:15]=2[CH3:24])=[O:13])=[CH:8][C:3]=1[C:4]([O:6][CH3:7])=[O:5].[C:25]([O:29][C:30](=[O:48])[CH2:31][O:32][C:33]1[CH:38]=[CH:37][CH:36]=[C:35](B2OC(C)(C)C(C)(C)O2)[CH:34]=1)([CH3:28])([CH3:27])[CH3:26].P([O-])([O-])([O-])=O.[K+].[K+].[K+], predict the reaction product. The product is: [NH2:1][C:2]1[CH:11]=[CH:10][C:9]([C:12]([C:14]2[N:22]3[C:17]([CH:18]=[CH:19][CH:20]=[CH:21]3)=[C:16]([C:37]3[CH:36]=[CH:35][CH:34]=[C:33]([O:32][CH2:31][C:30]([O:29][C:25]([CH3:28])([CH3:27])[CH3:26])=[O:48])[CH:38]=3)[C:15]=2[CH3:24])=[O:13])=[CH:8][C:3]=1[C:4]([O:6][CH3:7])=[O:5]. (2) Given the reactants C([O:8][C:9]1[C:10]([C:20]([N:22]2[CH2:31][CH2:30][C:29]3[C:24](=[CH:25][CH:26]=[CH:27][CH:28]=3)[CH2:23]2)=[O:21])=[N:11][N:12]2[CH2:17][CH2:16][N:15]([CH3:18])[C:14](=[O:19])[C:13]=12)C1C=CC=CC=1, predict the reaction product. The product is: [OH:8][C:9]1[C:10]([C:20]([N:22]2[CH2:31][CH2:30][C:29]3[C:24](=[CH:25][CH:26]=[CH:27][CH:28]=3)[CH2:23]2)=[O:21])=[N:11][N:12]2[CH2:17][CH2:16][N:15]([CH3:18])[C:14](=[O:19])[C:13]=12. (3) Given the reactants C1C2C(COC([C@@H:18]([CH2:39][C:40]3[CH:45]=[CH:44][CH:43]=[CH:42][CH:41]=3)[C:19]([NH:21][C:22]3[N:26]([CH2:27][C:28]([O:30][CH2:31][CH3:32])=[O:29])[N:25]=[C:24]([C:33]4[CH:38]=[CH:37][N:36]=[CH:35][CH:34]=4)[CH:23]=3)=[O:20])=O)C3C(=CC=CC=3)C=2C=CC=1.CCCC[N+:50](CCCC)(CCCC)CCCC.[F-].O, predict the reaction product. The product is: [NH2:50][C@@H:18]([CH2:39][C:40]1[CH:45]=[CH:44][CH:43]=[CH:42][CH:41]=1)[C:19]([NH:21][C:22]1[N:26]([CH2:27][C:28]([O:30][CH2:31][CH3:32])=[O:29])[N:25]=[C:24]([C:33]2[CH:38]=[CH:37][N:36]=[CH:35][CH:34]=2)[CH:23]=1)=[O:20]. (4) Given the reactants [NH2:1][C:2]1[CH:3]=[CH:4][C:5]([CH3:30])=[C:6]([N:8]2[CH2:17][C:16]3[C:11](=[N:12][C:13]([NH:18][C:19]4[CH:24]=[CH:23][CH:22]=[C:21]([N:25]([CH3:27])[CH3:26])[CH:20]=4)=[N:14][CH:15]=3)[N:10]([CH3:28])[C:9]2=[O:29])[CH:7]=1.[CH3:31][C:32]1[N:33]=[CH:34][N:35]([C:37]2[CH:38]=[C:39]([CH:43]=[C:44]([C:46]([F:49])([F:48])[F:47])[CH:45]=2)[C:40](O)=[O:41])[CH:36]=1.CCN(C(C)C)C(C)C.CN(C(ON1N=NC2C=CC=NC1=2)=[N+](C)C)C.F[P-](F)(F)(F)(F)F, predict the reaction product. The product is: [CH3:27][N:25]([CH3:26])[C:21]1[CH:20]=[C:19]([NH:18][C:13]2[N:12]=[C:11]3[N:10]([CH3:28])[C:9](=[O:29])[N:8]([C:6]4[CH:7]=[C:2]([NH:1][C:40](=[O:41])[C:39]5[CH:43]=[C:44]([C:46]([F:47])([F:48])[F:49])[CH:45]=[C:37]([N:35]6[CH:36]=[C:32]([CH3:31])[N:33]=[CH:34]6)[CH:38]=5)[CH:3]=[CH:4][C:5]=4[CH3:30])[CH2:17][C:16]3=[CH:15][N:14]=2)[CH:24]=[CH:23][CH:22]=1. (5) Given the reactants [CH:1]1([CH2:7][CH:8]([CH2:12][C:13]([N:15]2[CH2:20][CH2:19][O:18][CH2:17][CH2:16]2)=[O:14])[C:9]([OH:11])=O)[CH2:6][CH2:5][CH2:4][CH2:3][CH2:2]1.Cl.[NH2:22][CH:23]([CH2:33][CH2:34][CH3:35])[CH:24]([C:26]1[O:27][C:28]([CH2:31][CH3:32])=[N:29][N:30]=1)[OH:25].C1C=CC2N(O)N=NC=2C=1.C(Cl)CCl.CN1CCOCC1, predict the reaction product. The product is: [CH:1]1([CH2:7][CH:8]([CH2:12][C:13]([N:15]2[CH2:20][CH2:19][O:18][CH2:17][CH2:16]2)=[O:14])[C:9]([NH:22][CH:23]([CH:24]([C:26]2[O:27][C:28]([CH2:31][CH3:32])=[N:29][N:30]=2)[OH:25])[CH2:33][CH2:34][CH3:35])=[O:11])[CH2:2][CH2:3][CH2:4][CH2:5][CH2:6]1.